This data is from Full USPTO retrosynthesis dataset with 1.9M reactions from patents (1976-2016). The task is: Predict the reactants needed to synthesize the given product. (1) The reactants are: [Si:1]([O:18][CH2:19][C:20]1[C:25]([N:26]2[CH2:31][C@H:30]([CH3:32])[O:29][C@H:28]([CH3:33])[CH2:27]2)=[C:24]([F:34])[C:23]([F:35])=[CH:22][CH:21]=1)([C:14]([CH3:17])([CH3:16])[CH3:15])([C:8]1[CH:13]=[CH:12][CH:11]=[CH:10][CH:9]=1)[C:2]1[CH:7]=[CH:6][CH:5]=[CH:4][CH:3]=1.[F:36][C:37]([F:45])([F:44])[C:38](N(OC)C)=[O:39]. Given the product [Si:1]([O:18][CH2:19][C:20]1[C:25]([N:26]2[CH2:31][C@H:30]([CH3:32])[O:29][C@H:28]([CH3:33])[CH2:27]2)=[C:24]([F:34])[C:23]([F:35])=[C:22]([C:38](=[O:39])[C:37]([F:45])([F:44])[F:36])[CH:21]=1)([C:14]([CH3:16])([CH3:17])[CH3:15])([C:2]1[CH:7]=[CH:6][CH:5]=[CH:4][CH:3]=1)[C:8]1[CH:13]=[CH:12][CH:11]=[CH:10][CH:9]=1, predict the reactants needed to synthesize it. (2) Given the product [CH2:16]([O:15][CH2:14][CH:13]([CH3:23])[CH2:12][N:35]1[CH:36]=[C:32]([B:27]2[O:26][C:25]([CH3:37])([CH3:24])[C:29]([CH3:31])([CH3:30])[O:28]2)[CH:33]=[N:34]1)[C:17]1[CH:22]=[CH:21][CH:20]=[CH:19][CH:18]=1, predict the reactants needed to synthesize it. The reactants are: C(=O)([O-])[O-].[K+].[K+].CS(O[CH2:12][CH:13]([CH3:23])[CH2:14][O:15][CH2:16][C:17]1[CH:22]=[CH:21][CH:20]=[CH:19][CH:18]=1)(=O)=O.[CH3:24][C:25]1([CH3:37])[C:29]([CH3:31])([CH3:30])[O:28][B:27]([C:32]2[CH:33]=[N:34][NH:35][CH:36]=2)[O:26]1. (3) Given the product [CH3:1][O:2][C:3](=[O:26])[CH2:4][C@H:5]1[C:9]2[CH:10]=[CH:11][C:12]([O:14][C@H:15]3[C:23]4[C:18](=[C:19]([CH2:33][C:32]5[CH:35]=[CH:36][CH:37]=[C:30]([O:29][CH3:28])[CH:31]=5)[CH:20]=[CH:21][C:22]=4[F:24])[CH2:17][CH2:16]3)=[CH:13][C:8]=2[O:7][CH2:6]1, predict the reactants needed to synthesize it. The reactants are: [CH3:1][O:2][C:3](=[O:26])[CH2:4][C@H:5]1[C:9]2[CH:10]=[CH:11][C:12]([O:14][C@H:15]3[C:23]4[C:18](=[C:19](Br)[CH:20]=[CH:21][C:22]=4[F:24])[CH2:17][CH2:16]3)=[CH:13][C:8]=2[O:7][CH2:6]1.[Cl-].[CH3:28][O:29][C:30]1[CH:31]=[C:32]([CH:35]=[CH:36][CH:37]=1)[CH2:33][Zn+].Cl.N. (4) Given the product [C:14]1([N:13]2[CH:12]=[CH:11][N:23]=[CH:22]2)[CH:15]=[CH:6][CH:7]=[CH:8][CH:9]=1, predict the reactants needed to synthesize it. The reactants are: O.N1[C:15]2[C:6](=[CH:7][CH:8]=[C:9]3[C:14]=2[N:13]=[CH:12][CH:11]=C3)C=CC=1.C1([C:22]2[NH:23]C=CN=2)C=CC=CC=1.C(=O)([O-])[O-].[K+].[K+].IC1C=CC=CC=1. (5) Given the product [CH2:12]1[O:13][C:9]2([CH:7]3[CH2:6][CH2:5][CH:4]2[CH2:3][C:2](=[CH2:1])[CH2:8]3)[O:10][CH2:11]1, predict the reactants needed to synthesize it. The reactants are: [CH2:1]=[C:2]1[CH2:8][CH:7]2[C:9](=[O:10])[CH:4]([CH2:5][CH2:6]2)[CH2:3]1.[CH2:11](O)[CH2:12][OH:13].CCN(CC)CC.[O-]S([O-])(=O)=O.[Mg+2].